Dataset: M1 muscarinic receptor antagonist screen with 61,756 compounds. Task: Binary Classification. Given a drug SMILES string, predict its activity (active/inactive) in a high-throughput screening assay against a specified biological target. (1) The compound is s1cc(nc1)CC(/NO)=C1/C(O)=CC(=O)C=C1. The result is 0 (inactive). (2) The compound is S(=O)(=O)(N1CCCC1)c1ccc(NC(=O)c2cc3[nH]c(=O)c(=O)n(c3cc2)CC)cc1. The result is 0 (inactive). (3) The compound is O=c1[nH]c2c(cc1CCNC(=O)c1occc1)ccc(c2C)C. The result is 0 (inactive).